Predict which catalyst facilitates the given reaction. From a dataset of Catalyst prediction with 721,799 reactions and 888 catalyst types from USPTO. (1) Reactant: [CH2:1]([O:3][C:4](=[O:15])[CH:5]=[N:6][NH:7][C:8]([O:10][C:11]([CH3:14])([CH3:13])[CH3:12])=[O:9])[CH3:2].[H-].[Na+].Br[CH2:19][CH2:20][C:21]([CH3:24])([CH3:23])[CH3:22].Cl. Product: [CH2:1]([O:3][C:4](=[O:15])[CH:5]=[N:6][N:7]([C:8]([O:10][C:11]([CH3:14])([CH3:13])[CH3:12])=[O:9])[CH2:19][CH2:20][C:21]([CH3:24])([CH3:23])[CH3:22])[CH3:2]. The catalyst class is: 3. (2) Reactant: [C:1]([NH:8][C@H:9]([C:18]([OH:20])=[O:19])[CH2:10][CH2:11][C:12]1[CH:17]=[CH:16][CH:15]=[CH:14][CH:13]=1)([O:3][C:4]([CH3:7])([CH3:6])[CH3:5])=[O:2].[Br:21][CH2:22][CH2:23][CH2:24]O. Product: [Br:21][CH2:22][CH2:23][CH2:24][O:19][C:18](=[O:20])[C@H:9]([CH2:10][CH2:11][C:12]1[CH:13]=[CH:14][CH:15]=[CH:16][CH:17]=1)[NH:8][C:1]([O:3][C:4]([CH3:6])([CH3:5])[CH3:7])=[O:2]. The catalyst class is: 2.